Task: Predict the product of the given reaction.. Dataset: Forward reaction prediction with 1.9M reactions from USPTO patents (1976-2016) (1) Given the reactants [OH-].[Na+].C[O:4][C:5](=[O:40])[CH2:6][C:7]1[CH:12]=[CH:11][C:10]([C:13]2[CH:18]=[CH:17][C:16]([C:19]([CH2:37][CH3:38])([C:22]3[CH:27]=[CH:26][C:25]([CH2:28][CH2:29][CH:30]([OH:35])[C:31]([CH3:34])([CH3:33])[CH3:32])=[C:24]([CH3:36])[CH:23]=3)[CH2:20][CH3:21])=[CH:15][C:14]=2[CH3:39])=[CH:9][CH:8]=1.Cl, predict the reaction product. The product is: [CH2:20]([C:19]([C:16]1[CH:17]=[CH:18][C:13]([C:10]2[CH:11]=[CH:12][C:7]([CH2:6][C:5]([OH:40])=[O:4])=[CH:8][CH:9]=2)=[C:14]([CH3:39])[CH:15]=1)([C:22]1[CH:27]=[CH:26][C:25]([CH2:28][CH2:29][CH:30]([OH:35])[C:31]([CH3:33])([CH3:34])[CH3:32])=[C:24]([CH3:36])[CH:23]=1)[CH2:37][CH3:38])[CH3:21]. (2) Given the reactants [CH:1]1([CH2:4][N:5]2[C:9]3[CH:10]=[CH:11][C:12]([S:14]([C:17]4([C:23](O)=[O:24])[CH2:22][CH2:21][O:20][CH2:19][CH2:18]4)(=[O:16])=[O:15])=[CH:13][C:8]=3[N:7]=[C:6]2[CH2:26][C:27]([CH3:30])([CH3:29])[CH3:28])[CH2:3][CH2:2]1.S(Cl)(Cl)=O.C[N:36](C)C=O, predict the reaction product. The product is: [CH:1]1([CH2:4][N:5]2[C:9]3[CH:10]=[CH:11][C:12]([S:14]([C:17]4([C:23]([NH2:36])=[O:24])[CH2:18][CH2:19][O:20][CH2:21][CH2:22]4)(=[O:16])=[O:15])=[CH:13][C:8]=3[N:7]=[C:6]2[CH2:26][C:27]([CH3:28])([CH3:29])[CH3:30])[CH2:3][CH2:2]1. (3) Given the reactants [C:1]1([N:7]2[C:11]3[CH:12]=[CH:13][CH:14]=[CH:15][C:10]=3[N:9]=[C:8]2[C@@H:16]([NH2:18])[CH3:17])[CH:6]=[CH:5][CH:4]=[CH:3][CH:2]=1.Cl[C:20]1[N:28]=[C:27]([NH2:29])[N:26]=[C:25]2[C:21]=1[N:22]=[CH:23][NH:24]2.C(N(C(C)C)C(C)C)C, predict the reaction product. The product is: [C:1]1([N:7]2[C:11]3[CH:12]=[CH:13][CH:14]=[CH:15][C:10]=3[N:9]=[C:8]2[C@@H:16]([NH:18][C:20]2[N:28]=[C:27]([NH2:29])[N:26]=[C:25]3[C:21]=2[N:22]=[CH:23][NH:24]3)[CH3:17])[CH:2]=[CH:3][CH:4]=[CH:5][CH:6]=1. (4) Given the reactants [N:1]1[CH:6]=[CH:5][C:4]([CH3:7])=[CH:3][CH:2]=1.[Br:8][CH2:9][CH2:10][CH2:11][CH2:12][CH2:13][CH3:14].C(#N)C.CCOCC, predict the reaction product. The product is: [Br-:8].[CH2:9]([N+:1]1[CH:6]=[CH:5][C:4]([CH3:7])=[CH:3][CH:2]=1)[CH2:10][CH2:11][CH2:12][CH2:13][CH3:14]. (5) Given the reactants [NH2:1][C:2]1[CH:7]=[CH:6][CH:5]=[CH:4][C:3]=1[S:8]([NH:11][C:12]1[CH:13]=[CH:14][CH:15]=[C:16]2[C:21]=1[N:20]=[CH:19][CH:18]=[CH:17]2)(=[O:10])=[O:9].CCN(C(C)C)C(C)C.[C:31](OC(=O)C)(=[O:33])[CH3:32], predict the reaction product. The product is: [N:20]1[C:21]2[C:16](=[CH:15][CH:14]=[CH:13][C:12]=2[NH:11][S:8]([C:3]2[CH:4]=[CH:5][CH:6]=[CH:7][C:2]=2[NH:1][C:31](=[O:33])[CH3:32])(=[O:10])=[O:9])[CH:17]=[CH:18][CH:19]=1. (6) Given the reactants [C:1]([O:5][P:6]([O-:13])([O:8][C:9]([CH3:12])([CH3:11])[CH3:10])=[O:7])([CH3:4])([CH3:3])[CH3:2].C([N+](CCCC)(CCCC)CCCC)CCC.[Br:31][CH2:32][CH2:33]Br, predict the reaction product. The product is: [P:6]([O:5][C:1]([CH3:4])([CH3:3])[CH3:2])([O:8][C:9]([CH3:12])([CH3:11])[CH3:10])([O:13][CH2:33][CH2:32][Br:31])=[O:7].